From a dataset of Forward reaction prediction with 1.9M reactions from USPTO patents (1976-2016). Predict the product of the given reaction. (1) Given the reactants [O:1]1[CH2:6][CH2:5][C:4](=[CH:7][C:8]([O:10][CH2:11][CH3:12])=[O:9])[CH2:3][CH2:2]1.C([O-])=O.[NH4+], predict the reaction product. The product is: [O:1]1[CH2:6][CH2:5][CH:4]([CH2:7][C:8]([O:10][CH2:11][CH3:12])=[O:9])[CH2:3][CH2:2]1. (2) Given the reactants [Cl:1][C:2]1[CH:3]=[C:4]([C:8]2([CH2:18][CH:19]([CH3:21])[CH3:20])[C:12]3[CH2:13][NH:14][CH2:15][CH2:16][C:11]=3[C:10](=[O:17])[O:9]2)[CH:5]=[CH:6][CH:7]=1.[CH2:22]([N:29]=[C:30]=[O:31])[C:23]1[CH:28]=[CH:27][CH:26]=[CH:25][CH:24]=1, predict the reaction product. The product is: [CH2:22]([NH:29][C:30]([N:14]1[CH2:15][CH2:16][C:11]2[C:10](=[O:17])[O:9][C:8]([C:4]3[CH:5]=[CH:6][CH:7]=[C:2]([Cl:1])[CH:3]=3)([CH2:18][CH:19]([CH3:21])[CH3:20])[C:12]=2[CH2:13]1)=[O:31])[C:23]1[CH:28]=[CH:27][CH:26]=[CH:25][CH:24]=1. (3) Given the reactants [NH2:1][CH2:2][CH2:3][C:4]1[CH:5]=[C:6]([CH:14]=[CH:15][CH:16]=1)[C:7]([O:9][C:10]([CH3:13])([CH3:12])[CH3:11])=[O:8].C(=O)([O-])[O-].[K+].[K+].Br[CH2:24][C:25]([O:27][C:28]([CH3:31])([CH3:30])[CH3:29])=[O:26].O, predict the reaction product. The product is: [C:28]([O:27][C:25](=[O:26])[CH2:24][NH:1][CH2:2][CH2:3][C:4]1[CH:5]=[C:6]([CH:14]=[CH:15][CH:16]=1)[C:7]([O:9][C:10]([CH3:13])([CH3:11])[CH3:12])=[O:8])([CH3:31])([CH3:30])[CH3:29]. (4) Given the reactants [CH:1]1([CH2:4][N:5]2[C:13]3[C:8](=[N:9][C:10]([C:14]4[C:22]5[C:17](=[N:18][CH:19]=[CH:20][CH:21]=5)[N:16]([CH2:23][C:24]5[CH:29]=[CH:28][CH:27]=[CH:26][C:25]=5[F:30])[N:15]=4)=[N:11][CH:12]=3)[N:7](CC3C=CC(OC)=CC=3OC)[C:6]2=[O:42])[CH2:3][CH2:2]1.C([SiH](CC)CC)C.O.C(=O)([O-])O.[Na+], predict the reaction product. The product is: [CH:1]1([CH2:4][N:5]2[C:13]3[C:8](=[N:9][C:10]([C:14]4[C:22]5[C:17](=[N:18][CH:19]=[CH:20][CH:21]=5)[N:16]([CH2:23][C:24]5[CH:29]=[CH:28][CH:27]=[CH:26][C:25]=5[F:30])[N:15]=4)=[N:11][CH:12]=3)[NH:7][C:6]2=[O:42])[CH2:3][CH2:2]1. (5) Given the reactants [CH3:1][O:2][C:3](=[O:16])[CH2:4][C:5]1[CH:10]=[CH:9][C:8]([S:11][CH2:12][C:13]#[N:14])=[C:7]([Cl:15])[CH:6]=1.C(N)(=[S:19])C.Cl, predict the reaction product. The product is: [CH3:1][O:2][C:3](=[O:16])[CH2:4][C:5]1[CH:10]=[CH:9][C:8]([S:11][CH2:12][C:13](=[S:19])[NH2:14])=[C:7]([Cl:15])[CH:6]=1. (6) Given the reactants [CH3:1][NH2:2].O1CCCC1.[CH:8]([C:10]1[CH:11]=[C:12]([CH:20]=[C:21]([C:23]([F:26])([F:25])[F:24])[CH:22]=1)[C:13]([O:15][C:16]([CH3:19])([CH3:18])[CH3:17])=[O:14])=O.C(O[BH-](OC(=O)C)OC(=O)C)(=O)C.[Na+], predict the reaction product. The product is: [CH3:1][NH:2][CH2:8][C:10]1[CH:11]=[C:12]([CH:20]=[C:21]([C:23]([F:26])([F:25])[F:24])[CH:22]=1)[C:13]([O:15][C:16]([CH3:19])([CH3:18])[CH3:17])=[O:14]. (7) Given the reactants [NH2:1][C:2]1[CH:16]=[CH:15][CH:14]=[CH:13][C:3]=1[C:4]([NH:6][CH2:7][CH2:8][CH2:9][C:10]([OH:12])=[O:11])=[O:5].C[Si](Cl)(C)C.C(N(CC)CC)C.[Cl:29][C:30]1[CH:31]=[CH:32][C:33]([OH:39])=[C:34]([CH:38]=1)[C:35](Cl)=[O:36].[OH-].[Na+].Cl, predict the reaction product. The product is: [Cl:29][C:30]1[CH:31]=[CH:32][C:33]([OH:39])=[C:34]([CH:38]=1)[C:35]([NH:1][C:2]1[CH:16]=[CH:15][CH:14]=[CH:13][C:3]=1[C:4]([NH:6][CH2:7][CH2:8][CH2:9][C:10]([OH:12])=[O:11])=[O:5])=[O:36]. (8) Given the reactants [NH2:1][C@H:2]([C:4]([OH:6])=[O:5])[CH3:3].[Cl:7][C:8]1[CH:9]=[C:10]([CH2:14][C:15](O)=[O:16])[CH:11]=[CH:12][CH:13]=1, predict the reaction product. The product is: [Cl:7][C:8]1[CH:9]=[C:10]([CH2:14][C:15]([NH:1][C@H:2]([C:4]([OH:6])=[O:5])[CH3:3])=[O:16])[CH:11]=[CH:12][CH:13]=1.